From a dataset of Forward reaction prediction with 1.9M reactions from USPTO patents (1976-2016). Predict the product of the given reaction. (1) Given the reactants [NH2:1][C:2]1[CH:31]=[CH:30][C:5]([CH2:6][C:7]2[NH:15][C:14]3[C:13](=[O:16])[N:12]([CH2:17][C:18]4[CH:23]=[CH:22][CH:21]=[CH:20][C:19]=4[F:24])[C:11](=[O:25])[N:10]([CH2:26][CH:27]4[CH2:29][CH2:28]4)[C:9]=3[N:8]=2)=[CH:4][CH:3]=1.[CH3:32][O:33][C:34]1[CH:35]=[C:36]([S:40](Cl)(=[O:42])=[O:41])[CH:37]=[CH:38][CH:39]=1, predict the reaction product. The product is: [CH:27]1([CH2:26][N:10]2[C:9]3[N:8]=[C:7]([CH2:6][C:5]4[CH:4]=[CH:3][C:2]([NH:1][S:40]([C:36]5[CH:37]=[CH:38][CH:39]=[C:34]([O:33][CH3:32])[CH:35]=5)(=[O:42])=[O:41])=[CH:31][CH:30]=4)[NH:15][C:14]=3[C:13](=[O:16])[N:12]([CH2:17][C:18]3[CH:23]=[CH:22][CH:21]=[CH:20][C:19]=3[F:24])[C:11]2=[O:25])[CH2:28][CH2:29]1. (2) Given the reactants [CH3:1][O:2][CH2:3][CH2:4][CH2:5][OH:6].C(N1C=CN=C1)(N1C=CN=C1)=O.Br.[CH3:20][C:21]1([CH3:44])[CH2:30][CH2:29][C:28]([CH3:32])([CH3:31])[C:27]2[CH:26]=[C:25]([C:33]3[N:34]=[C:35]([CH:38]4[CH2:43]CNC[CH2:39]4)[S:36][CH:37]=3)[CH:24]=[CH:23][C:22]1=2.[CH3:45][N:46]([CH:48]=[O:49])[CH3:47], predict the reaction product. The product is: [CH3:20][C:21]1([CH3:44])[CH2:30][CH2:29][C:28]([CH3:31])([CH3:32])[C:27]2[CH:26]=[C:25]([C:33]3[N:34]=[C:35]([CH:38]4[CH2:39][CH2:47][N:46]([C:48]([O:6][CH2:5][CH2:4][CH2:3][O:2][CH3:1])=[O:49])[CH2:45][CH2:43]4)[S:36][CH:37]=3)[CH:24]=[CH:23][C:22]1=2. (3) Given the reactants O[CH2:2][C:3]1[NH:22][C:6]2=[CH:7][C:8]3[C:9]([CH3:21])([CH3:20])[C:10](=[O:19])[N:11]([CH2:14][CH2:15][CH2:16][CH2:17][CH3:18])[C:12]=3[CH:13]=[C:5]2[N:4]=1.S(Cl)([Cl:25])=O, predict the reaction product. The product is: [Cl:25][CH2:2][C:3]1[NH:22][C:6]2=[CH:7][C:8]3[C:9]([CH3:21])([CH3:20])[C:10](=[O:19])[N:11]([CH2:14][CH2:15][CH2:16][CH2:17][CH3:18])[C:12]=3[CH:13]=[C:5]2[N:4]=1. (4) Given the reactants [OH:1][C:2]1[CH:6]([C:7]2[CH:12]=[CH:11][CH:10]=[CH:9][CH:8]=2)[CH2:5][C:4](=[O:13])[CH:3]=1.[CH:14](=O)[C:15]1[CH:20]=[CH:19][CH:18]=[CH:17][CH:16]=1.[CH2:22]([C:24]1[CH:32]=[C:31]2[C:27]([C:28]([CH2:33][CH2:34][NH:35][C:36](=[O:38])[CH3:37])=[CH:29][NH:30]2)=[CH:26][CH:25]=1)[CH3:23], predict the reaction product. The product is: [CH2:22]([C:24]1[CH:32]=[C:31]2[C:27]([C:28]([CH2:33][CH2:34][NH:35][C:36](=[O:38])[CH3:37])=[C:29]([CH:14]([C:3]3[C:4](=[O:13])[CH2:5][CH:6]([C:7]4[CH:12]=[CH:11][CH:10]=[CH:9][CH:8]=4)[C:2]=3[OH:1])[C:15]3[CH:20]=[CH:19][CH:18]=[CH:17][CH:16]=3)[NH:30]2)=[CH:26][CH:25]=1)[CH3:23]. (5) Given the reactants [C:1](=O)([O-])[O-].[Cs+].[Cs+].[CH2:7]([C:9]1[CH:14]=[CH:13][C:12]([OH:15])=[C:11]([C:16]2[S:17][CH:18]=[CH:19][CH:20]=2)[CH:10]=1)[CH3:8].[CH3:21][O:22][C:23](=[O:42])[CH2:24][CH2:25][C:26]1[CH:31]=[CH:30][C:29]([O:32][CH2:33][CH2:34][C@@H:35](OS(C)(=O)=O)[CH3:36])=[CH:28][CH:27]=1, predict the reaction product. The product is: [CH3:21][O:22][C:23](=[O:42])[CH2:24][CH2:25][C:26]1[CH:31]=[CH:30][C:29]([O:32][CH2:33][CH2:34][C@@H:35]([O:15][C:12]2[CH:13]=[CH:14][C:9]([CH2:7][CH3:8])=[CH:10][C:11]=2[C:16]2[S:17][CH:18]=[CH:19][CH:20]=2)[CH3:36])=[CH:28][C:27]=1[CH3:1]. (6) Given the reactants [CH2:1]([O:8][C:9]([N:11]1[CH2:16][CH2:15][C:14](=O)[CH2:13][CH2:12]1)=[O:10])[C:2]1[CH:7]=[CH:6][CH:5]=[CH:4][CH:3]=1.C1(P(=[CH:37][C:38]([O:40][CH3:41])=[O:39])(C2C=CC=CC=2)C2C=CC=CC=2)C=CC=CC=1, predict the reaction product. The product is: [CH3:41][O:40][C:38](=[O:39])[CH:37]=[C:14]1[CH2:15][CH2:16][N:11]([C:9]([O:8][CH2:1][C:2]2[CH:7]=[CH:6][CH:5]=[CH:4][CH:3]=2)=[O:10])[CH2:12][CH2:13]1. (7) Given the reactants [Cl-].[Br:2][C:3]1[CH:12]=[CH:11][CH:10]=[C:9]2[C:4]=1[CH2:5][CH2:6][N:7]([C:17](=[O:20])[CH2:18][NH3+:19])[CH:8]2[CH2:13][C:14](O)=[O:15].BrC1C=CC=C2C=1CCN(C(=O)CNC(OC(C)(C)C)=O)C2CC(O)=O, predict the reaction product. The product is: [Br:2][C:3]1[CH:12]=[CH:11][CH:10]=[C:9]2[C:4]=1[CH2:5][CH2:6][N:7]1[C:17](=[O:20])[CH2:18][NH:19][C:14](=[O:15])[CH:13]=[C:8]12.